From a dataset of CYP1A2 inhibition data for predicting drug metabolism from PubChem BioAssay. Regression/Classification. Given a drug SMILES string, predict its absorption, distribution, metabolism, or excretion properties. Task type varies by dataset: regression for continuous measurements (e.g., permeability, clearance, half-life) or binary classification for categorical outcomes (e.g., BBB penetration, CYP inhibition). Dataset: cyp1a2_veith. (1) The drug is COc1cc2c(cc1OC)-c1cc3ccc(OC)c(OC)c3c[n+]1CC2. The result is 0 (non-inhibitor). (2) The result is 1 (inhibitor). The drug is C=CCc1cccc2cc(C(=O)N(CC)CC)c(=O)oc12. (3) The drug is COc1nc(Oc2ccc(/C=N/O)cc2)nc(N(C)C)n1. The result is 1 (inhibitor).